Dataset: Forward reaction prediction with 1.9M reactions from USPTO patents (1976-2016). Task: Predict the product of the given reaction. (1) Given the reactants [C:1]([O:8][CH:9]1[CH:14]([CH:15]([CH3:17])[CH3:16])[CH2:13][CH2:12][CH:11]([CH3:18])[CH2:10]1)(=[O:7])[CH2:2][CH2:3][C:4]([O-:6])=[O:5].C(=O)([O-])[O-].[Na+:23].[Na+], predict the reaction product. The product is: [C:1]([O:8][CH:9]1[CH:14]([CH:15]([CH3:17])[CH3:16])[CH2:13][CH2:12][CH:11]([CH3:18])[CH2:10]1)(=[O:7])[CH2:2][CH2:3][C:4]([O-:6])=[O:5].[Na+:23]. (2) Given the reactants [CH2:1]([C@H:3]1[N:6]([C:7]2[CH:12]=[CH:11][C:10]([C:13]([F:16])([F:15])[F:14])=[CH:9][CH:8]=2)C(=O)[CH2:4]1)[CH3:2].[CH3:18][O-:19].[Na+].[CH3:21][OH:22], predict the reaction product. The product is: [F:14][C:13]([F:15])([F:16])[C:10]1[CH:9]=[CH:8][C:7]([NH:6][C@H:3]([CH2:1][CH3:2])[CH2:4][C:18]([O:22][CH3:21])=[O:19])=[CH:12][CH:11]=1.